Dataset: Forward reaction prediction with 1.9M reactions from USPTO patents (1976-2016). Task: Predict the product of the given reaction. (1) Given the reactants [Br:1][C:2]1[N:6]([CH3:7])[N:5]=[CH:4][C:3]=1C(O)=O.[CH3:11][O-:12].[Na+].[C:14](Cl)(=O)C(Cl)=O.C[Si](C=[N+]=[N-])(C)C.C(OCC)C.[BrH:32], predict the reaction product. The product is: [Br:32][CH2:14][C:11]([C:3]1[CH:4]=[N:5][N:6]([CH3:7])[C:2]=1[Br:1])=[O:12]. (2) Given the reactants C(OC(=O)[NH:7][C@:8]1([C:14]([NH:16][S:17]([C:20]2[CH:21]=[CH:22][CH:23]=[C:24]3[C:28]=2[NH:27][CH:26]=[CH:25]3)(=[O:19])=[O:18])=[O:15])[CH2:10][C@H:9]1[CH:11]1[CH2:13][CH2:12]1)(C)(C)C.Cl, predict the reaction product. The product is: [NH2:7][C@:8]1([C:14]([NH:16][S:17]([C:20]2[CH:21]=[CH:22][CH:23]=[C:24]3[C:28]=2[NH:27][CH:26]=[CH:25]3)(=[O:19])=[O:18])=[O:15])[CH2:10][C@H:9]1[CH:11]1[CH2:13][CH2:12]1. (3) Given the reactants Cl[C:2]1[N:9]=[C:8]([NH:10][C:11]2[CH:15]=[C:14]([CH3:16])[NH:13][N:12]=2)[CH:7]=[C:6]([CH3:17])[C:3]=1[C:4]#[N:5].Cl.[CH3:19][C:20]1[N:25]=[CH:24][C:23]([O:26][CH2:27][CH2:28][NH2:29])=[CH:22][CH:21]=1.C(=O)([O-])O.[Na+].CS(C)=O, predict the reaction product. The product is: [CH3:19][C:20]1[N:25]=[CH:24][C:23]([O:26][CH2:27][CH2:28][NH:29][C:2]2[N:9]=[C:8]([NH:10][C:11]3[CH:15]=[C:14]([CH3:16])[NH:13][N:12]=3)[CH:7]=[C:6]([CH3:17])[C:3]=2[C:4]#[N:5])=[CH:22][CH:21]=1. (4) The product is: [Br:1][C:2]1[CH:7]=[CH:6][CH:5]=[C:4]([CH2:8][CH2:9][CH:10]([F:37])[CH2:11][I:12])[CH:3]=1. Given the reactants [Br:1][C:2]1[CH:7]=[CH:6][CH:5]=[C:4]([CH2:8][CH2:9][CH:10]=[CH2:11])[CH:3]=1.[I:12]N1C(=O)CCC1=O.CCCC[N+](CCCC)(CCCC)CCCC.[FH:37].F.[F-], predict the reaction product. (5) Given the reactants [NH2:1][CH2:2][C:3]([NH:5][C:6]1[CH:7]=[CH:8][C:9]2[O:13][C:12]([C:14]([NH:16][C:17]3[CH:18]=[C:19]4[C:23](=[CH:24][CH:25]=3)[NH:22][C:21]([C:26]([OH:28])=[O:27])=[CH:20]4)=[O:15])=[CH:11][C:10]=2[CH:29]=1)=[O:4].Cl.[N:31]1([C:36](N)=[NH:37])C=CC=N1.C(N(C(C)C)CC)(C)C, predict the reaction product. The product is: [NH:1]([CH2:2][C:3]([NH:5][C:6]1[CH:7]=[CH:8][C:9]2[O:13][C:12]([C:14]([NH:16][C:17]3[CH:18]=[C:19]4[C:23](=[CH:24][CH:25]=3)[NH:22][C:21]([C:26]([OH:28])=[O:27])=[CH:20]4)=[O:15])=[CH:11][C:10]=2[CH:29]=1)=[O:4])[C:36]([NH2:37])=[NH:31]. (6) Given the reactants [OH:1][CH:2]1[CH2:6][C:5](=[O:7])[CH:4]=[CH:3]1.C(N(CC)CC)C.[C:15](Cl)(=[O:22])[C:16]1[CH:21]=[CH:20][CH:19]=[CH:18][CH:17]=1, predict the reaction product. The product is: [C:15]([O:7][CH:5]1[CH2:6][C:2](=[O:1])[CH:3]=[CH:4]1)(=[O:22])[C:16]1[CH:21]=[CH:20][CH:19]=[CH:18][CH:17]=1.